This data is from Full USPTO retrosynthesis dataset with 1.9M reactions from patents (1976-2016). The task is: Predict the reactants needed to synthesize the given product. (1) Given the product [Br:13][C:9]1[CH:10]=[C:11]([CH3:12])[C:6]([C:4]([NH2:14])=[O:3])=[N:7][CH:8]=1, predict the reactants needed to synthesize it. The reactants are: C([O:3][C:4]([C:6]1[C:11]([CH3:12])=[CH:10][C:9]([Br:13])=[CH:8][N:7]=1)=O)C.[NH3:14].CO. (2) Given the product [Si:1]([O:18][CH2:19][C:20]1([CH:26]=[O:27])[CH2:25][CH2:24][CH2:23][CH2:22][CH2:21]1)([C:14]([CH3:16])([CH3:17])[CH3:15])([C:8]1[CH:9]=[CH:10][CH:11]=[CH:12][CH:13]=1)[C:2]1[CH:3]=[CH:4][CH:5]=[CH:6][CH:7]=1, predict the reactants needed to synthesize it. The reactants are: [Si:1]([O:18][CH2:19][C:20]1([CH2:26][OH:27])[CH2:25][CH2:24][CH2:23][CH2:22][CH2:21]1)([C:14]([CH3:17])([CH3:16])[CH3:15])([C:8]1[CH:13]=[CH:12][CH:11]=[CH:10][CH:9]=1)[C:2]1[CH:7]=[CH:6][CH:5]=[CH:4][CH:3]=1.C[N+]1([O-])CCOCC1. (3) Given the product [F:1][C:2]1[C:18]([F:19])=[C:17]([F:20])[CH:16]=[CH:15][C:3]=1[CH2:4][C:5]1[O:9][N:8]=[C:7]([C:10]([OH:12])=[O:11])[CH:6]=1, predict the reactants needed to synthesize it. The reactants are: [F:1][C:2]1[C:18]([F:19])=[C:17]([F:20])[CH:16]=[CH:15][C:3]=1[CH2:4][C:5]1[O:9][N:8]=[C:7]([C:10]([O:12]CC)=[O:11])[CH:6]=1.C(O)C.[OH-].[Na+]. (4) The reactants are: CC(C)([O-])C.[K+].[OH:7][CH:8]1[CH2:13][CH2:12][O:11][CH2:10][CH2:9]1.F[C:15]1[CH:22]=[CH:21][C:20]([N+:23]([O-])=O)=[CH:19][C:16]=1[C:17]#[N:18]. Given the product [NH2:23][C:20]1[CH:21]=[CH:22][C:15]([O:7][CH:8]2[CH2:13][CH2:12][O:11][CH2:10][CH2:9]2)=[C:16]([CH:19]=1)[C:17]#[N:18], predict the reactants needed to synthesize it. (5) Given the product [I:3][C:4]1[CH:5]=[C:6]2[C:10](=[CH:11][CH:12]=1)[N:9]([Si:16]([CH:20]([CH3:22])[CH3:21])([CH:17]([CH3:19])[CH3:18])[CH:13]([CH3:15])[CH3:14])[N:8]=[CH:7]2, predict the reactants needed to synthesize it. The reactants are: [H-].[Na+].[I:3][C:4]1[CH:5]=[C:6]2[C:10](=[CH:11][CH:12]=1)[NH:9][N:8]=[CH:7]2.[CH:13]([Si:16](Cl)([CH:20]([CH3:22])[CH3:21])[CH:17]([CH3:19])[CH3:18])([CH3:15])[CH3:14]. (6) Given the product [CH3:7][C:4]1[N:3]=[C:2]([NH:8][C:9]2[CH:14]=[CH:13][CH:12]=[CH:11][N:10]=2)[S:6][N:5]=1, predict the reactants needed to synthesize it. The reactants are: Cl[C:2]1[S:6][N:5]=[C:4]([CH3:7])[N:3]=1.[NH2:8][C:9]1[CH:14]=[CH:13][CH:12]=[CH:11][N:10]=1.C(O[K])(C)(C)C.C1C=CC(P(C2C(C3C(P(C4C=CC=CC=4)C4C=CC=CC=4)=CC=C4C=3C=CC=C4)=C3C(C=CC=C3)=CC=2)C2C=CC=CC=2)=CC=1. (7) Given the product [CH3:41][N:40]([CH3:42])[C:38]([CH2:37][N:36]([CH2:35][C:32]1[CH:31]=[CH:30][C:29]([NH:28][C:4]([C:6]2[C:7]3[N:8]=[CH:9][CH:10]=[N:11][C:12]=3[C:13]([C:16]3[C:21]([F:22])=[C:20]([O:23][CH3:24])[CH:19]=[C:18]([O:25][CH3:26])[C:17]=3[Cl:27])=[CH:14][CH:15]=2)=[O:5])=[N:34][CH:33]=1)[CH3:43])=[O:39], predict the reactants needed to synthesize it. The reactants are: C(O[C:4]([C:6]1[C:7]2[N:8]=[CH:9][CH:10]=[N:11][C:12]=2[C:13]([C:16]2[C:21]([F:22])=[C:20]([O:23][CH3:24])[CH:19]=[C:18]([O:25][CH3:26])[C:17]=2[Cl:27])=[CH:14][CH:15]=1)=[O:5])C.[NH2:28][C:29]1[N:34]=[CH:33][C:32]([CH2:35][N:36]([CH3:43])[CH2:37][C:38]([N:40]([CH3:42])[CH3:41])=[O:39])=[CH:31][CH:30]=1.